From a dataset of Reaction yield outcomes from USPTO patents with 853,638 reactions. Predict the reaction yield, written as a fraction of the theoretical maximum amount of product (1.0 means a 100% yield; for example, 0.34 means a 34% yield). (1) The reactants are Br[C:2]1[N:7]=[C:6]([CH:8]=[O:9])[CH:5]=[CH:4][CH:3]=1.C([O-])([O-])=O.[Na+].[Na+].[C:16]([C:18]1[CH:23]=[CH:22][C:21](B(O)O)=[CH:20][CH:19]=1)#[N:17]. The catalyst is C1(C)C=CC=CC=1.CO.C1C=CC([P]([Pd]([P](C2C=CC=CC=2)(C2C=CC=CC=2)C2C=CC=CC=2)([P](C2C=CC=CC=2)(C2C=CC=CC=2)C2C=CC=CC=2)[P](C2C=CC=CC=2)(C2C=CC=CC=2)C2C=CC=CC=2)(C2C=CC=CC=2)C2C=CC=CC=2)=CC=1. The product is [C:16]([C:18]1[CH:23]=[CH:22][C:21]([C:2]2[N:7]=[C:6]([CH:8]=[O:9])[CH:5]=[CH:4][CH:3]=2)=[CH:20][CH:19]=1)#[N:17]. The yield is 0.600. (2) The reactants are Cl[C:2]1[CH:7]=[C:6]([C:8]2[NH:9][C:10]3[C:15]([CH:16]=2)=[C:14]([F:17])[CH:13]=[CH:12][CH:11]=3)[C:5]([CH:18]=[C:19]([CH3:21])[CH3:20])=[CH:4][N:3]=1.[F:22][C:23]1[CH:28]=[CH:27][C:26]([C:29]2[O:30][C:31]3[CH:41]=[C:40]([N:42]([CH3:47])[S:43]([CH3:46])(=[O:45])=[O:44])[C:39](B4OC(C)(C)C(C)(C)O4)=[CH:38][C:32]=3[C:33]=2[C:34]([NH:36][CH3:37])=[O:35])=[CH:25][CH:24]=1.CC(C1C=C(C(C)C)C(C2C=CC=CC=2P(C2CCCCC2)C2CCCCC2)=C(C(C)C)C=1)C.[O-]P([O-])([O-])=O.[K+].[K+].[K+]. The catalyst is O1CCOCC1.O.O.C1C=CC(/C=C/C(/C=C/C2C=CC=CC=2)=O)=CC=1.C1C=CC(/C=C/C(/C=C/C2C=CC=CC=2)=O)=CC=1.C1C=CC(/C=C/C(/C=C/C2C=CC=CC=2)=O)=CC=1.[Pd].[Pd]. The product is [F:17][C:14]1[CH:13]=[CH:12][CH:11]=[C:10]2[C:15]=1[CH:16]=[C:8]([C:6]1[C:5]([CH:18]=[C:19]([CH3:21])[CH3:20])=[CH:4][N:3]=[C:2]([C:39]3[C:40]([N:42]([CH3:47])[S:43]([CH3:46])(=[O:45])=[O:44])=[CH:41][C:31]4[O:30][C:29]([C:26]5[CH:27]=[CH:28][C:23]([F:22])=[CH:24][CH:25]=5)=[C:33]([C:34]([NH:36][CH3:37])=[O:35])[C:32]=4[CH:38]=3)[CH:7]=1)[NH:9]2. The yield is 0.815.